From a dataset of Catalyst prediction with 721,799 reactions and 888 catalyst types from USPTO. Predict which catalyst facilitates the given reaction. (1) Reactant: [C:1]([O:20][CH2:21][CH2:22][O:23][CH2:24][CH2:25][O:26][CH2:27][CH2:28][O:29][CH2:30][CH2:31][O:32][CH2:33][CH2:34][OH:35])([C:14]1[CH:19]=[CH:18][CH:17]=[CH:16][CH:15]=1)([C:8]1[CH:13]=[CH:12][CH:11]=[CH:10][CH:9]=1)[C:2]1[CH:7]=[CH:6][CH:5]=[CH:4][CH:3]=1.C(P(CCCC)CCCC)CCC.[Si:49]([O:56][C:57]1[CH:62]=[CH:61][C:60](O)=[CH:59][CH:58]=1)([C:52]([CH3:55])([CH3:54])[CH3:53])([CH3:51])[CH3:50].N(C(N(C)C)=O)=NC(N(C)C)=O. Product: [C:52]([Si:49]([CH3:51])([CH3:50])[O:56][C:57]1[CH:62]=[CH:61][C:60]([O:35][CH2:34][CH2:33][O:32][CH2:31][CH2:30][O:29][CH2:28][CH2:27][O:26][CH2:25][CH2:24][O:23][CH2:22][CH2:21][O:20][C:1]([C:2]2[CH:7]=[CH:6][CH:5]=[CH:4][CH:3]=2)([C:8]2[CH:13]=[CH:12][CH:11]=[CH:10][CH:9]=2)[C:14]2[CH:15]=[CH:16][CH:17]=[CH:18][CH:19]=2)=[CH:59][CH:58]=1)([CH3:55])([CH3:54])[CH3:53]. The catalyst class is: 133. (2) Reactant: CC1(C)CCCC(C)(C)N1.C([Li])CCC.CCCCCC.CC1(C)CCCC(C)(C)N1.[Li].[N:33]1([C:47]([O:49][C:50]([CH3:53])([CH3:52])[CH3:51])=[O:48])[CH2:38][CH2:37][C:36]2([C:43]3[S:44][CH:45]=[CH:46][C:42]=3[CH2:41][CH2:40][O:39]2)[CH2:35][CH2:34]1.C1C=CC(S(N(S(C2C=CC=CC=2)(=O)=O)[F:64])(=O)=O)=CC=1.[Cl-].[NH4+]. Product: [F:64][C:45]1[S:44][C:43]2[C:36]3([O:39][CH2:40][CH2:41][C:42]=2[CH:46]=1)[CH2:35][CH2:34][N:33]([C:47]([O:49][C:50]([CH3:53])([CH3:52])[CH3:51])=[O:48])[CH2:38][CH2:37]3. The catalyst class is: 30. (3) Reactant: [CH3:1][O:2][C:3]1[CH:12]=[CH:11][C:6]2[N:7]([CH3:10])[CH:8]=[N:9][C:5]=2[CH:4]=1.C([Li])(C)(C)C.C1C(=O)N([I:25])C(=O)C1. Product: [I:25][C:8]1[N:7]([CH3:10])[C:6]2[CH:11]=[CH:12][C:3]([O:2][CH3:1])=[CH:4][C:5]=2[N:9]=1. The catalyst class is: 1. (4) Reactant: [CH2:1]([C:3]1[CH:7]=[C:6]([CH2:8][CH3:9])[N:5]([C:10]2[CH:15]=[CH:14][C:13](I)=[CH:12][C:11]=2[CH3:17])[N:4]=1)[CH3:2].[CH2:18]([NH2:25])[C:19]1[CH:24]=[CH:23][CH:22]=[CH:21][CH:20]=1.C1(P(C2C=CC=CC=2)C2C=CC3C(=CC=CC=3)C=2C2C3C(=CC=CC=3)C=CC=2P(C2C=CC=CC=2)C2C=CC=CC=2)C=CC=CC=1.CC(C)([O-])C.[Na+]. Product: [CH2:1]([C:3]1[CH:7]=[C:6]([CH2:8][CH3:9])[N:5]([C:10]2[CH:15]=[CH:14][C:13]([NH:25][CH2:18][C:19]3[CH:24]=[CH:23][CH:22]=[CH:21][CH:20]=3)=[CH:12][C:11]=2[CH3:17])[N:4]=1)[CH3:2]. The catalyst class is: 160. (5) Reactant: [CH3:1][S:2][C:3](=[C:6]([C:9]#[N:10])[C:7]#[N:8])SC.[C:11]([CH2:13][C:14]([NH2:16])=[S:15])#[N:12].C(N(CC)CC)C.Cl. Product: [NH2:10][C:9]1[C:6]([C:7]#[N:8])=[C:3]([S:2][CH3:1])[C:13]([C:11]#[N:12])=[C:14]([SH:15])[N:16]=1. The catalyst class is: 3.